This data is from Peptide-MHC class I binding affinity with 185,985 pairs from IEDB/IMGT. The task is: Regression. Given a peptide amino acid sequence and an MHC pseudo amino acid sequence, predict their binding affinity value. This is MHC class I binding data. (1) The peptide sequence is CHYDKYPYI. The MHC is Mamu-B17 with pseudo-sequence Mamu-B17. The binding affinity (normalized) is 0.430. (2) The peptide sequence is DVKASMLEKY. The MHC is HLA-A03:01 with pseudo-sequence HLA-A03:01. The binding affinity (normalized) is 0.0653. (3) The MHC is HLA-B35:01 with pseudo-sequence HLA-B35:01. The peptide sequence is PQVPLRPMTY. The binding affinity (normalized) is 0. (4) The peptide sequence is ILSDIISAEK. The MHC is HLA-A11:01 with pseudo-sequence HLA-A11:01. The binding affinity (normalized) is 1.00. (5) The peptide sequence is ISDNKKEYK. The MHC is HLA-A11:01 with pseudo-sequence HLA-A11:01. The binding affinity (normalized) is 0.456.